This data is from CYP2C9 inhibition data for predicting drug metabolism from PubChem BioAssay. The task is: Regression/Classification. Given a drug SMILES string, predict its absorption, distribution, metabolism, or excretion properties. Task type varies by dataset: regression for continuous measurements (e.g., permeability, clearance, half-life) or binary classification for categorical outcomes (e.g., BBB penetration, CYP inhibition). Dataset: cyp2c9_veith. The compound is COCCn1c(=O)c(-c2cccs2)nc2cnc(Nc3ccccc3)nc21. The result is 0 (non-inhibitor).